This data is from Forward reaction prediction with 1.9M reactions from USPTO patents (1976-2016). The task is: Predict the product of the given reaction. (1) Given the reactants CON(C)[C:4]([C:6]1[CH:11]=[C:10]([CH3:12])[N:9]=[C:8]([NH:13][CH:14]([CH3:16])[CH3:15])[N:7]=1)=[O:5].[CH2:18]1COCC1, predict the reaction product. The product is: [CH:14]([NH:13][C:8]1[N:7]=[C:6]([C:4](=[O:5])[CH3:18])[CH:11]=[C:10]([CH3:12])[N:9]=1)([CH3:15])[CH3:16]. (2) Given the reactants [CH3:1][C:2]1[N:6]([CH2:7][CH2:8][N:9]2[CH2:14][CH2:13][O:12][CH2:11][CH2:10]2)[C:5]2[S:15][C:16]([C:18]([C:20]3[CH:28]=[CH:27][CH:26]=[CH:25][C:21]=3[C:22]([OH:24])=[O:23])=[O:19])=[CH:17][C:4]=2[CH:3]=1.C(O)(C)(C)C.C([N:36](CC)CC)C.P(N=[N+]=[N-])(=O)(OC1C=CC=CC=1)OC1C=CC=CC=1, predict the reaction product. The product is: [CH3:1][C:2]1[N:6]([CH2:7][CH2:8][N:9]2[CH2:14][CH2:13][O:12][CH2:11][CH2:10]2)[C:5]2[S:15][C:16]([C:18]([C:20]3[CH:28]=[CH:27][CH:26]=[CH:25][C:21]=3[C:22]([OH:24])=[O:23])=[O:19])=[CH:17][C:4]=2[CH:3]=1.[NH2:36][C:21]1[CH:25]=[CH:26][CH:27]=[CH:28][C:20]=1[C:18]([C:16]1[S:15][C:5]2[N:6]([CH2:7][CH2:8][N:9]3[CH2:10][CH2:11][O:12][CH2:13][CH2:14]3)[C:2]([CH3:1])=[CH:3][C:4]=2[CH:17]=1)=[O:19]. (3) Given the reactants [CH:1]1([C:4]2[N:9]=[C:8]([C:10]([OH:12])=O)[C:7]([NH:13][C:14]3[CH:15]=[N:16][CH:17]=[CH:18][CH:19]=3)=[N:6][CH:5]=2)[CH2:3][CH2:2]1.[NH2:20][C:21]1[CH:25]=[N:24][N:23]([CH3:26])[C:22]=1[C:27]([N:29]1[CH2:32][CH2:31][CH2:30]1)=[O:28], predict the reaction product. The product is: [N:29]1([C:27]([C:22]2[N:23]([CH3:26])[N:24]=[CH:25][C:21]=2[NH:20][C:10]([C:8]2[C:7]([NH:13][C:14]3[CH:15]=[N:16][CH:17]=[CH:18][CH:19]=3)=[N:6][CH:5]=[C:4]([CH:1]3[CH2:2][CH2:3]3)[N:9]=2)=[O:12])=[O:28])[CH2:30][CH2:31][CH2:32]1. (4) Given the reactants [H-].[Na+].[Br:3][C:4]1[CH:5]=[C:6]2[C:10](=[C:11]([C:13](=[O:21])[C:14]3[CH:19]=[CH:18][C:17]([F:20])=[CH:16][CH:15]=3)[CH:12]=1)[NH:9][CH:8]=[CH:7]2.[H][H].I[CH2:25][CH3:26], predict the reaction product. The product is: [Br:3][C:4]1[CH:5]=[C:6]2[C:10](=[C:11]([C:13](=[O:21])[C:14]3[CH:19]=[CH:18][C:17]([F:20])=[CH:16][CH:15]=3)[CH:12]=1)[N:9]([CH2:25][CH3:26])[CH:8]=[CH:7]2. (5) Given the reactants Cl[CH2:2][CH2:3][CH2:4]/[C:5](=[N:12]\[S@:13]([C:15]([CH3:18])([CH3:17])[CH3:16])=[O:14])/[CH:6]1[CH2:11][CH2:10][CH2:9][CH2:8][CH2:7]1.CC(C[AlH]CC(C)C)C.[Li+].C[Si]([N-][Si](C)(C)C)(C)C, predict the reaction product. The product is: [CH3:16][C:15]([S@@:13]([N:12]1[CH2:2][CH2:3][CH2:4][C@H:5]1[CH:6]1[CH2:11][CH2:10][CH2:9][CH2:8][CH2:7]1)=[O:14])([CH3:18])[CH3:17].